The task is: Predict which catalyst facilitates the given reaction.. This data is from Catalyst prediction with 721,799 reactions and 888 catalyst types from USPTO. Reactant: [CH:1]1([C:4]2[C:5]([O:30][CH2:31][C:32]([F:35])([F:34])[F:33])=[CH:6][C:7]([C:10]([NH:12][C:13]([C:24]3[N:28]=[C:27]([CH3:29])[O:26][N:25]=3)([CH3:23])[CH2:14][O:15]CC3C=CC=CC=3)=[O:11])=[N:8][CH:9]=2)[CH2:3][CH2:2]1.B(Br)(Br)Br. Product: [CH:1]1([C:4]2[C:5]([O:30][CH2:31][C:32]([F:33])([F:35])[F:34])=[CH:6][C:7]([C:10]([NH:12][C:13]([C:24]3[N:28]=[C:27]([CH3:29])[O:26][N:25]=3)([CH3:23])[CH2:14][OH:15])=[O:11])=[N:8][CH:9]=2)[CH2:3][CH2:2]1. The catalyst class is: 4.